Dataset: Full USPTO retrosynthesis dataset with 1.9M reactions from patents (1976-2016). Task: Predict the reactants needed to synthesize the given product. (1) Given the product [F:10][C:9]1[C:4]([NH:2][CH3:1])=[C:5]([CH2:14][OH:15])[CH:6]=[C:7]([N+:11]([O-:13])=[O:12])[CH:8]=1, predict the reactants needed to synthesize it. The reactants are: [CH3:1][NH2:2].F[C:4]1[C:9]([F:10])=[CH:8][C:7]([N+:11]([O-:13])=[O:12])=[CH:6][C:5]=1[CH2:14][OH:15]. (2) Given the product [CH:26]1([C:11]([C:10]2[S:9][C:8]([NH:17][C:18]([C:20]3[CH:21]=[CH:22][N:23]=[CH:24][CH:25]=3)=[O:19])=[N:7][C:6]=2[C:2]2[O:1][CH:5]=[CH:4][CH:3]=2)=[O:16])[CH2:28][CH2:27]1, predict the reactants needed to synthesize it. The reactants are: [O:1]1[CH:5]=[CH:4][CH:3]=[C:2]1[C:6]1[N:7]=[C:8]([NH:17][C:18]([C:20]2[CH:25]=[CH:24][N:23]=[CH:22][CH:21]=2)=[O:19])[S:9][C:10]=1[C:11](=[O:16])N(OC)C.[CH:26]1([Mg]Br)[CH2:28][CH2:27]1.[Cl-].[NH4+]. (3) Given the product [NH:2]=[C:1]([N:34]1[CH2:39][CH2:38][S:37][CH2:36][CH2:35]1)[C:3]1[CH:4]=[C:5]([NH:9][C:10](=[O:33])[NH:11][C:12]2[CH:17]=[CH:16][C:15]([S:18]([NH:21][CH2:22][C:23]3[CH:28]=[CH:27][C:26]([S:29](=[O:32])(=[O:31])[NH2:30])=[CH:25][CH:24]=3)(=[O:20])=[O:19])=[CH:14][CH:13]=2)[CH:6]=[CH:7][CH:8]=1, predict the reactants needed to synthesize it. The reactants are: [C:1]([C:3]1[CH:4]=[C:5]([NH:9][C:10](=[O:33])[NH:11][C:12]2[CH:17]=[CH:16][C:15]([S:18]([NH:21][CH2:22][C:23]3[CH:28]=[CH:27][C:26]([S:29](=[O:32])(=[O:31])[NH2:30])=[CH:25][CH:24]=3)(=[O:20])=[O:19])=[CH:14][CH:13]=2)[CH:6]=[CH:7][CH:8]=1)#[N:2].[NH:34]1[CH2:39][CH2:38][S:37][CH2:36][CH2:35]1.